Predict the product of the given reaction. From a dataset of Forward reaction prediction with 1.9M reactions from USPTO patents (1976-2016). (1) The product is: [NH2:1][C:2]1[CH:3]=[C:4]([CH:16]=[C:17]([C:19]#[CH:20])[CH:18]=1)[C:5]([NH:7][CH2:8][CH2:9][N:10]1[CH2:15][CH2:14][O:13][CH2:12][CH2:11]1)=[O:6]. Given the reactants [NH2:1][C:2]1[CH:3]=[C:4]([CH:16]=[C:17]([C:19]#[C:20][Si](C(C)C)(C(C)C)C(C)C)[CH:18]=1)[C:5]([NH:7][CH2:8][CH2:9][N:10]1[CH2:15][CH2:14][O:13][CH2:12][CH2:11]1)=[O:6].CCCC[N+](CCCC)(CCCC)CCCC.[F-], predict the reaction product. (2) The product is: [N:38]1([CH2:37][CH2:36][NH:35][C:24]([C:19]2[NH:20][C:21]3[C:17]([C:18]=2[C:27]2[CH:32]=[CH:31][CH:30]=[C:29]([O:33][CH3:34])[CH:28]=2)=[CH:16][C:15]([NH:14][S:11]([C:8]2[CH:9]=[CH:10][C:5]([C:1]([CH3:3])([CH3:2])[CH3:4])=[CH:6][CH:7]=2)(=[O:12])=[O:13])=[CH:23][CH:22]=3)=[O:26])[CH2:43][CH2:42][O:41][CH2:40][CH2:39]1. Given the reactants [C:1]([C:5]1[CH:10]=[CH:9][C:8]([S:11]([NH:14][C:15]2[CH:16]=[C:17]3[C:21](=[CH:22][CH:23]=2)[NH:20][C:19]([C:24]([OH:26])=O)=[C:18]3[C:27]2[CH:32]=[CH:31][CH:30]=[C:29]([O:33][CH3:34])[CH:28]=2)(=[O:13])=[O:12])=[CH:7][CH:6]=1)([CH3:4])([CH3:3])[CH3:2].[NH2:35][CH2:36][CH2:37][N:38]1[CH2:43][CH2:42][O:41][CH2:40][CH2:39]1, predict the reaction product. (3) Given the reactants FC1C=C([C:12]2[S:16][C:15]([NH2:17])=[N:14][C:13]=2[CH3:18])C=CC=1S(C)(=O)=O.[F:19][C:20]1[CH:21]=[C:22](CC(=O)C)[CH:23]=[CH:24][C:25]=1[S:26]([CH3:29])(=[O:28])=[O:27].FC1C=CC(CC(=O)C)=CC=1S(C)(=O)=O, predict the reaction product. The product is: [F:19][C:20]1[CH:21]=[CH:22][C:23]([C:12]2[S:16][C:15]([NH2:17])=[N:14][C:13]=2[CH3:18])=[CH:24][C:25]=1[S:26]([CH3:29])(=[O:27])=[O:28]. (4) Given the reactants [CH3:1][O:2][C:3]1[C:4]([C:6]([NH:11][C:12]2[C:21]3[C:16](=[CH:17][C:18]([O:24][CH2:25][CH2:26][O:27][CH3:28])=[C:19]([O:22][CH3:23])[CH:20]=3)[N:15]=[CH:14][N:13]=2)=[CH:7][C:8](=[O:10])[CH:9]=1)=[O:5].[CH3:29][SH:30], predict the reaction product. The product is: [CH3:1][O:2][C:3]1[C:4](=[O:5])[C:6]([NH:11][C:12]2[C:21]3[C:16](=[CH:17][C:18]([O:24][CH2:25][CH2:26][O:27][CH3:28])=[C:19]([O:22][CH3:23])[CH:20]=3)[N:15]=[CH:14][N:13]=2)=[C:7]([S:30][CH3:29])[C:8]([CH:9]=1)=[O:10].